This data is from Catalyst prediction with 721,799 reactions and 888 catalyst types from USPTO. The task is: Predict which catalyst facilitates the given reaction. Reactant: [CH3:1][C:2]1[C:7]([CH3:8])=[CH:6][C:5]([NH:9][CH2:10][CH2:11][CH3:12])=[C:4]([N+:13]([O-])=O)[CH:3]=1. The catalyst class is: 123. Product: [CH3:1][C:2]1[CH:3]=[C:4]([NH2:13])[C:5]([NH:9][CH2:10][CH2:11][CH3:12])=[CH:6][C:7]=1[CH3:8].